Task: Predict the reactants needed to synthesize the given product.. Dataset: Full USPTO retrosynthesis dataset with 1.9M reactions from patents (1976-2016) (1) Given the product [F:16][C:5]1[C:6]([N:8]2[CH2:14][CH2:13][CH2:12][N:11]([CH3:15])[CH2:10][CH2:9]2)=[CH:7][C:2]2[NH:1][C:32]([C:27]3[C:26]4[C:25]5[C:20](=[CH:21][CH:22]=[CH:23][CH:24]=5)[C:19](=[O:18])[C:31]=4[CH:30]=[CH:29][CH:28]=3)=[N:17][C:3]=2[CH:4]=1, predict the reactants needed to synthesize it. The reactants are: [NH2:1][C:2]1[CH:7]=[C:6]([N:8]2[CH2:14][CH2:13][CH2:12][N:11]([CH3:15])[CH2:10][CH2:9]2)[C:5]([F:16])=[CH:4][C:3]=1[NH-:17].[O:18]=[C:19]1[C:31]2[CH:30]=[CH:29][CH:28]=[C:27]([C:32](O)=O)[C:26]=2[C:25]2[C:20]1=[CH:21][CH:22]=[CH:23][CH:24]=2. (2) Given the product [C:3]([O:7][C:8](=[O:26])[NH:9][C:10]1[CH:15]=[C:14]([CH2:16][CH2:17][C:18]2[CH:23]=[CH:22][CH:21]=[CH:20][C:19]=2[O:24][CH3:25])[CH:13]=[CH:12][N:11]=1)([CH3:6])([CH3:5])[CH3:4], predict the reactants needed to synthesize it. The reactants are: CO.[C:3]([O:7][C:8](=[O:26])[NH:9][C:10]1[CH:15]=[C:14]([C:16]#[C:17][C:18]2[CH:23]=[CH:22][CH:21]=[CH:20][C:19]=2[O:24][CH3:25])[CH:13]=[CH:12][N:11]=1)([CH3:6])([CH3:5])[CH3:4]. (3) Given the product [CH2:25]([O:1][C:2]1[CH:7]=[CH:6][C:5]([S:8][C:16]2[CH:15]=[CH:14][C:11]([CH:12]=[O:13])=[C:10]([Cl:9])[CH:17]=2)=[CH:4][CH:3]=1)[C:26]1[CH:31]=[CH:30][CH:29]=[CH:28][CH:27]=1, predict the reactants needed to synthesize it. The reactants are: [OH:1][C:2]1[CH:7]=[CH:6][C:5]([SH:8])=[CH:4][CH:3]=1.[Cl:9][C:10]1[CH:17]=[C:16](F)[CH:15]=[CH:14][C:11]=1[CH:12]=[O:13].C(=O)([O-])[O-].[K+].[K+].[CH2:25](Br)[C:26]1[CH:31]=[CH:30][CH:29]=[CH:28][CH:27]=1. (4) Given the product [C:1]([O:5][C:6](=[O:7])[NH:8][C@H:9]([C:11](=[O:13])[NH:35][CH2:36][CH:37]([OH:39])[CH3:38])[CH3:10])([CH3:2])([CH3:3])[CH3:4], predict the reactants needed to synthesize it. The reactants are: [C:1]([O:5][C:6]([NH:8][C@H:9]([C:11]([OH:13])=O)[CH3:10])=[O:7])([CH3:4])([CH3:3])[CH3:2].C(N(CC)CC)C.ClC(OC(C)C)=O.C1(C)C=CC=CC=1.[NH2:35][CH2:36][CH:37]([OH:39])[CH3:38]. (5) Given the product [C:9]([NH:1][CH2:2][CH2:3][C:4]([OH:6])=[O:5])(=[O:18])[C:10]1[C:11]([O:16][CH3:17])=[CH:12][CH:13]=[CH:14][CH:15]=1, predict the reactants needed to synthesize it. The reactants are: [NH2:1][CH2:2][CH2:3][C:4]([OH:6])=[O:5].[OH-].[Na+].[C:9](Cl)(=[O:18])[C:10]1[C:11]([O:16][CH3:17])=[CH:12][CH:13]=[CH:14][CH:15]=1.Cl. (6) Given the product [CH3:1][C:2]([CH3:21])([CH3:20])[C:3]([NH:5][C:6]1[C:15]([C:16]([O:18][CH3:19])=[O:17])=[C:14]2[C:9]([CH:10]3[C:23]([F:28])([F:27])[CH:11]3[CH2:12][O:13]2)=[CH:8][CH:7]=1)=[O:4], predict the reactants needed to synthesize it. The reactants are: [CH3:1][C:2]([CH3:21])([CH3:20])[C:3]([NH:5][C:6]1[C:15]([C:16]([O:18][CH3:19])=[O:17])=[C:14]2[C:9]([CH:10]=[CH:11][CH2:12][O:13]2)=[CH:8][CH:7]=1)=[O:4].Cl[C:23]([F:28])([F:27])C([O-])=O.[Na+].